This data is from Catalyst prediction with 721,799 reactions and 888 catalyst types from USPTO. The task is: Predict which catalyst facilitates the given reaction. (1) Reactant: [CH2:1]([N:8]1[C:15]([NH2:16])=[C:14]([NH2:17])[C:12](=[O:13])[N:11]([CH2:18][CH2:19][CH3:20])[C:9]1=[O:10])[C:2]1[CH:7]=[CH:6][CH:5]=[CH:4][CH:3]=1.[C:21](O)(=O)[CH2:22][OH:23]. Product: [CH2:18]([N:11]1[C:12](=[O:13])[C:14]2[NH:17][C:21]([CH2:22][OH:23])=[N:16][C:15]=2[N:8]([CH2:1][C:2]2[CH:3]=[CH:4][CH:5]=[CH:6][CH:7]=2)[C:9]1=[O:10])[CH2:19][CH3:20]. The catalyst class is: 12. (2) Reactant: [Br:1][C:2]1[CH:3]=[CH:4][C:5]([F:12])=[C:6]([CH:8]([OH:11])[CH2:9][CH3:10])[CH:7]=1.[O-2].[Al+3].[O-2].[O-2].[Al+3].[Cr](Cl)([O-])(=O)=O.[NH+]1C=CC=CC=1. Product: [Br:1][C:2]1[CH:3]=[CH:4][C:5]([F:12])=[C:6]([C:8](=[O:11])[CH2:9][CH3:10])[CH:7]=1. The catalyst class is: 4. (3) Reactant: [Br:1][C:2]1[CH:7]=[CH:6][C:5]([C@H:8]2[CH2:12][CH2:11][C:10](=O)[CH2:9]2)=[CH:4][CH:3]=1.[C-]#N.[K+].[C:17](=[O:20])([O-])[O-].[NH4+:21].[NH4+:22].C[CH2:24][OH:25]. Product: [Br:1][C:2]1[CH:7]=[CH:6][C:5]([C@H:8]2[CH2:12][CH2:11][C:10]3([NH:22][C:24](=[O:25])[NH:21][C:17]3=[O:20])[CH2:9]2)=[CH:4][CH:3]=1. The catalyst class is: 6. (4) Reactant: [CH2:1]([O:8][CH2:9][C@H:10]([OH:12])[CH3:11])[C:2]1[CH:7]=[CH:6][CH:5]=[CH:4][CH:3]=1.[CH2:13](Br)[CH:14]=[CH2:15].[H-].[Na+]. Product: [CH2:15]([O:12][C@H:10]([CH3:11])[CH2:9][O:8][CH2:1][C:2]1[CH:7]=[CH:6][CH:5]=[CH:4][CH:3]=1)[CH:14]=[CH2:13]. The catalyst class is: 30. (5) The catalyst class is: 11. Reactant: [F:1][C:2]1[C:3]([O:21][CH3:22])=[C:4]([CH:9]([CH3:20])[CH:10]([CH3:19])[C:11]([OH:18])([C:14]([F:17])([F:16])[F:15])[CH:12]=O)[CH:5]=[CH:6][C:7]=1[F:8].[NH2:23][C:24]1[CH:33]=[CH:32][CH:31]=[C:30]2[C:25]=1[CH:26]=[N:27][C:28]([CH3:34])=[N:29]2.O. Product: [F:1][C:2]1[C:3]([O:21][CH3:22])=[C:4]([CH:9]([CH3:20])[CH:10]([CH3:19])[C:11]([C:14]([F:17])([F:15])[F:16])([OH:18])[CH:12]=[N:23][C:24]2[CH:33]=[CH:32][CH:31]=[C:30]3[C:25]=2[CH:26]=[N:27][C:28]([CH3:34])=[N:29]3)[CH:5]=[CH:6][C:7]=1[F:8].